From a dataset of Full USPTO retrosynthesis dataset with 1.9M reactions from patents (1976-2016). Predict the reactants needed to synthesize the given product. Given the product [Cl:31][C:32]1[CH:37]=[CH:36][CH:35]=[CH:34][C:33]=1[NH:38][C:39](=[O:40])[NH:1][C:2]1[C:3]([CH3:30])=[C:4]([C:19]2[CH:20]=[CH:21][C:22]([O:28][CH3:29])=[C:23]([CH:27]=2)[C:24]([OH:26])=[O:25])[CH:5]=[N:6][C:7]=1[O:8][C:9]1[C:18]2[CH2:17][CH2:16][CH2:15][CH2:14][C:13]=2[CH:12]=[CH:11][CH:10]=1, predict the reactants needed to synthesize it. The reactants are: [NH2:1][C:2]1[C:3]([CH3:30])=[C:4]([C:19]2[CH:20]=[CH:21][C:22]([O:28][CH3:29])=[C:23]([CH:27]=2)[C:24]([OH:26])=[O:25])[CH:5]=[N:6][C:7]=1[O:8][C:9]1[C:18]2[CH2:17][CH2:16][CH2:15][CH2:14][C:13]=2[CH:12]=[CH:11][CH:10]=1.[Cl:31][C:32]1[CH:37]=[CH:36][CH:35]=[CH:34][C:33]=1[N:38]=[C:39]=[O:40].